From a dataset of Reaction yield outcomes from USPTO patents with 853,638 reactions. Predict the reaction yield, written as a fraction of the theoretical maximum amount of product (1.0 means a 100% yield; for example, 0.34 means a 34% yield). (1) The reactants are [NH2:1][C:2]1[CH:12]=[CH:11][C:5]([C:6]([O:8][CH2:9][CH3:10])=[O:7])=[CH:4][C:3]=1[CH3:13].C([O-])(=O)C.[K+].C(OC(=O)C)(=O)C.C1OCCOCCOCCOCCOCCOC1.[N:44](OCCC(C)C)=O.C(=O)(O)[O-].[Na+].O.N. The catalyst is C(Cl)(Cl)Cl. The product is [NH:1]1[C:2]2[C:3](=[CH:4][C:5]([C:6]([O:8][CH2:9][CH3:10])=[O:7])=[CH:11][CH:12]=2)[CH:13]=[N:44]1. The yield is 0.310. (2) The yield is 0.860. The reactants are CCN(C(C)C)C(C)C.[CH3:10][O:11][C:12]1[CH:13]=[CH:14][CH:15]=[C:16]2[C:21]=1[O:20][C:19](=[O:22])[C:18]([C:23]([OH:25])=O)=[CH:17]2.CN(C(ON1N=NC2C=CC=NC1=2)=[N+](C)C)C.F[P-](F)(F)(F)(F)F.[CH2:50]([O:52][C:53]1[C:58]([C:59]2[CH:60]=[C:61]([NH2:65])[CH:62]=[CH:63][CH:64]=2)=[CH:57][CH:56]=[CH:55][N:54]=1)[CH3:51]. The product is [CH2:50]([O:52][C:53]1[C:58]([C:59]2[CH:60]=[C:61]([NH:65][C:23]([C:18]3[C:19](=[O:22])[O:20][C:21]4[C:16]([CH:17]=3)=[CH:15][CH:14]=[CH:13][C:12]=4[O:11][CH3:10])=[O:25])[CH:62]=[CH:63][CH:64]=2)=[CH:57][CH:56]=[CH:55][N:54]=1)[CH3:51]. The catalyst is CN(C=O)C. (3) The reactants are [H-].[Na+].[N+:3]([C:6]1[CH:7]=[N:8][NH:9][CH:10]=1)([O-:5])=[O:4].[CH:11]1([S:14](Cl)(=[O:16])=[O:15])[CH2:13][CH2:12]1. The catalyst is C(#N)C.O. The product is [CH:11]1([S:14]([N:8]2[CH:7]=[C:6]([N+:3]([O-:5])=[O:4])[CH:10]=[N:9]2)(=[O:16])=[O:15])[CH2:13][CH2:12]1. The yield is 0.820. (4) The reactants are [CH3:1][O:2][CH2:3][C:4]1[N:9]=[C:8]([CH2:10][CH2:11][CH3:12])[NH:7][C:6](=[O:13])[CH:5]=1.Br[CH2:15][C:16]1[CH:21]=[CH:20][C:19]([C:22]2[C:23]([C:28]#[N:29])=[CH:24][CH:25]=[CH:26][CH:27]=2)=[CH:18][CH:17]=1.C(=O)([O-])[O-].[K+].[K+]. The catalyst is C(#N)C.C(OCC)(=O)C. The product is [CH3:1][O:2][CH2:3][C:4]1[N:9]=[C:8]([CH2:10][CH2:11][CH3:12])[N:7]([CH2:15][C:16]2[CH:17]=[CH:18][C:19]([C:22]3[C:23]([C:28]#[N:29])=[CH:24][CH:25]=[CH:26][CH:27]=3)=[CH:20][CH:21]=2)[C:6](=[O:13])[CH:5]=1. The yield is 0.430. (5) The reactants are C([O:3][C:4](=[O:35])[CH2:5][CH2:6][C:7]1[CH:12]=[CH:11][CH:10]=[C:9]([N:13]2[C:17]([NH:18][C:19]([C:21]3[N:22]=[CH:23][C:24]4[C:29]([CH:30]=3)=[CH:28][CH:27]=[CH:26][CH:25]=4)=[O:20])=[CH:16][C:15]([C:31]([CH3:34])([CH3:33])[CH3:32])=[N:14]2)[CH:8]=1)C.[Li+].[OH-]. The catalyst is CO. The product is [C:31]([C:15]1[CH:16]=[C:17]([NH:18][C:19]([C:21]2[N:22]=[CH:23][C:24]3[C:29]([CH:30]=2)=[CH:28][CH:27]=[CH:26][CH:25]=3)=[O:20])[N:13]([C:9]2[CH:8]=[C:7]([CH2:6][CH2:5][C:4]([OH:35])=[O:3])[CH:12]=[CH:11][CH:10]=2)[N:14]=1)([CH3:34])([CH3:32])[CH3:33]. The yield is 0.880. (6) The reactants are [CH3:1][O:2][CH2:3][N:4]1[C:12]2[C:7](=[CH:8][C:9]([OH:24])=[CH:10][C:11]=2[O:13][C:14]2[CH:19]=[CH:18][C:17]([S:20]([CH3:23])(=[O:22])=[O:21])=[CH:16][CH:15]=2)[C:6]([NH:25][C:26]2[CH:30]=[CH:29][N:28]([CH3:31])[N:27]=2)=[N:5]1.C(=O)([O-])[O-].[K+].[K+].[CH3:38][CH:39](I)[CH3:40]. The catalyst is CN(C=O)C. The product is [CH:39]([O:24][C:9]1[CH:8]=[C:7]2[C:12](=[C:11]([O:13][C:14]3[CH:15]=[CH:16][C:17]([S:20]([CH3:23])(=[O:22])=[O:21])=[CH:18][CH:19]=3)[CH:10]=1)[N:4]([CH2:3][O:2][CH3:1])[N:5]=[C:6]2[NH:25][C:26]1[CH:30]=[CH:29][N:28]([CH3:31])[N:27]=1)([CH3:40])[CH3:38]. The yield is 0.670. (7) The reactants are [NH2:1][C:2]1[N:6]([CH3:7])[C:5](=[O:8])[C:4]([C:15]2[CH:20]=[CH:19][CH:18]=[C:17](Br)[CH:16]=2)([C:9]2[CH:14]=[CH:13][CH:12]=[CH:11][CH:10]=2)[N:3]=1.[CH3:22][O:23][C:24]1[CH:25]=[C:26]([OH:39])[CH:27]=[C:28](B2OC(C)(C)C(C)(C)O2)[CH:29]=1. No catalyst specified. The product is [NH2:1][C:2]1[N:6]([CH3:7])[C:5](=[O:8])[C:4]([C:15]2[CH:16]=[C:17]([C:28]3[CH:29]=[C:24]([O:23][CH3:22])[CH:25]=[C:26]([OH:39])[CH:27]=3)[CH:18]=[CH:19][CH:20]=2)([C:9]2[CH:14]=[CH:13][CH:12]=[CH:11][CH:10]=2)[N:3]=1. The yield is 0.330. (8) The reactants are C(OC([C:6]1[CH2:7][CH2:8][N:9]([C:20]([O:22][C:23]([CH3:26])([CH3:25])[CH3:24])=[O:21])[CH2:10][C:11]=1[NH:12][CH2:13]C1C=CC=CC=1)=O)C.C(OC(C1CCN(C(OC(C)(C)C)=O)CC1=O)=O)C.C(N)C1C=CC=CC=1. The catalyst is C1(C)C=CC=CC=1. The product is [C:23]([O:22][C:20]([N:9]1[CH2:8][CH2:7][CH:6]2[CH:11]([NH:12][CH2:13]2)[CH2:10]1)=[O:21])([CH3:24])([CH3:25])[CH3:26]. The yield is 0.925. (9) The reactants are [NH:1]1[C:9]2[C:4](=[CH:5][C:6]([C:10]([OH:12])=[O:11])=[CH:7][CH:8]=2)[CH:3]=[CH:2]1.[H-].[Na+].Cl[CH2:16][C:17]1[C:26]2[C:21](=[CH:22][CH:23]=[CH:24][CH:25]=2)[N:20]=[C:19]([CH3:27])[CH:18]=1.Cl. The catalyst is CN(C=O)C. The product is [CH3:27][C:19]1[CH:18]=[C:17]([CH2:16][N:1]2[C:9]3[C:4](=[CH:5][C:6]([C:10]([OH:12])=[O:11])=[CH:7][CH:8]=3)[CH:3]=[CH:2]2)[C:26]2[CH2:25][CH:24]=[CH:23][CH2:22][C:21]=2[N:20]=1. The yield is 0.690.